From a dataset of Forward reaction prediction with 1.9M reactions from USPTO patents (1976-2016). Predict the product of the given reaction. Given the reactants [C:1](O)([C:3]([F:6])([F:5])[F:4])=[O:2].[NH2:8][C:9]1[CH:10]=[C:11]([CH:28]=[CH:29][CH:30]=1)[CH2:12][C:13]1[C:18](=O)[CH:17]=[CH:16][N:15]([C:20]2[CH:21]=[C:22]([CH:25]=[CH:26][CH:27]=2)[C:23]#[N:24])[N:14]=1.COC1C=CC(P2(SP(C3C=CC(OC)=CC=3)(=S)S2)=[S:40])=CC=1, predict the reaction product. The product is: [C:23]([C:22]1[CH:21]=[C:20]([N:15]2[CH:16]=[CH:17][C:18](=[S:40])[C:13]([CH2:12][C:11]3[CH:10]=[C:9]([NH:8][C:1](=[O:2])[C:3]([F:6])([F:5])[F:4])[CH:30]=[CH:29][CH:28]=3)=[N:14]2)[CH:27]=[CH:26][CH:25]=1)#[N:24].